From a dataset of Full USPTO retrosynthesis dataset with 1.9M reactions from patents (1976-2016). Predict the reactants needed to synthesize the given product. (1) Given the product [CH3:35][C:2]1([CH3:1])[O:3][CH2:4][C:5]([N+:32]([O-:34])=[O:33])([C:8]2[CH:17]=[CH:16][C:15]3[C:10](=[CH:11][CH:12]=[C:13]([O:18][C:19]4[CH:20]=[CH:21][C:22]([O:25][CH2:26][CH2:27][CH2:28][CH2:29][CH3:30])=[CH:23][CH:24]=4)[CH:14]=3)[CH:9]=2)[CH2:6][O:7]1, predict the reactants needed to synthesize it. The reactants are: [CH3:1][C:2]1([CH3:35])[O:7][CH2:6][C:5]([N+:32]([O-:34])=[O:33])([C:8]2[CH:17]=[CH:16][C:15]3[C:10](=[CH:11][CH:12]=[C:13]([O:18][C:19]4[CH:24]=[CH:23][C:22]([O:25][C:26]5C=[CH:30][CH:29]=[CH:28][CH:27]=5)=[CH:21][CH:20]=4)[CH:14]=3)[CH:9]=2)[CH2:4][O:3]1.C(OC1C=CC(O)=CC=1)CCCC. (2) Given the product [CH3:13][C:9]1[N:8]=[C:7]([C:6]2[C:2]([B:17]([OH:22])[OH:18])=[C:3]3[CH2:16][CH2:15][CH2:14][N:4]3[N:5]=2)[CH:12]=[CH:11][CH:10]=1, predict the reactants needed to synthesize it. The reactants are: Br[C:2]1[C:6]([C:7]2[CH:12]=[CH:11][CH:10]=[C:9]([CH3:13])[N:8]=2)=[N:5][N:4]2[CH2:14][CH2:15][CH2:16][C:3]=12.[B:17](OC(C)C)([O:22]C(C)C)[O:18]C(C)C.C([Li])CCC.